The task is: Predict the product of the given reaction.. This data is from Forward reaction prediction with 1.9M reactions from USPTO patents (1976-2016). Given the reactants [CH2:1]([C@@H:3]1[O:5][CH2:4]1)[Cl:2].[N:6]1([S:12](N)(=[O:14])=[O:13])[CH2:11][CH2:10][NH:9][CH2:8][CH2:7]1.[C:16](O)(C(F)(F)F)=O.C(N(C(C)C)CC)(C)C, predict the reaction product. The product is: [Cl:2][CH2:1][C@H:3]([OH:5])[CH2:4][N:9]1[CH2:10][CH2:11][N:6]([S:12]([CH3:16])(=[O:14])=[O:13])[CH2:7][CH2:8]1.